This data is from hERG Central: cardiac toxicity at 1µM, 10µM, and general inhibition. The task is: Predict hERG channel inhibition at various concentrations. (1) The drug is Cc1cc(C)c2c(N)c3cccc(C)c3nc2n1. Results: hERG_inhib (hERG inhibition (general)): blocker. (2) The molecule is CC(=O)Nc1ccc(SC[C@H](CC(C)C)N2CCN(CCc3ccccc3)CCC2=O)cc1. Results: hERG_inhib (hERG inhibition (general)): blocker.